This data is from Forward reaction prediction with 1.9M reactions from USPTO patents (1976-2016). The task is: Predict the product of the given reaction. (1) Given the reactants Br[C:2]1[C:3]([C:25]2[CH:30]=[CH:29][N:28]=[CH:27][CH:26]=2)=[C:4]([C:17]2[CH:22]=[CH:21][C:20]([F:23])=[C:19]([F:24])[CH:18]=2)[N:5]([Si](C(C)C)(C(C)C)C(C)C)[CH:6]=1.[CH3:31][C:32]1[CH:37]=[CH:36][C:35]([C@H:38]2[CH2:46][N:45]3[C@H:40]([CH2:41][C:42](=O)[CH2:43][CH2:44]3)[CH2:39]2)=[CH:34][CH:33]=1.C(OCC)(=O)C.C(N)(C)C, predict the reaction product. The product is: [F:24][C:19]1[CH:18]=[C:17]([C:4]2[NH:5][CH:6]=[C:2]([C:42]3[CH2:43][CH2:44][N:45]4[C@H:40]([CH:41]=3)[CH2:39][C@@H:38]([C:35]3[CH:36]=[CH:37][C:32]([CH3:31])=[CH:33][CH:34]=3)[CH2:46]4)[C:3]=2[C:25]2[CH:30]=[CH:29][N:28]=[CH:27][CH:26]=2)[CH:22]=[CH:21][C:20]=1[F:23]. (2) Given the reactants [Cl:1][C:2]1[CH:10]=[C:9]2[C:5]([C:6](O)([CH2:12][C:13]3([CH3:18])OCC[O:14]3)[C:7](=O)[NH:8]2)=[CH:4][C:3]=1[F:20].COCCO[AlH2-]OCCOC.[Na+].Cl.C(OCC)(=O)C, predict the reaction product. The product is: [Cl:1][C:2]1[CH:10]=[C:9]2[C:5]([C:6]([CH2:12][C:13](=[O:14])[CH3:18])=[CH:7][NH:8]2)=[CH:4][C:3]=1[F:20]. (3) Given the reactants CCN(C(C)C)C(C)C.[Li]CCCC.[Cl:15][C:16]1[CH:24]=[CH:23][C:19]([C:20]([OH:22])=[O:21])=[CH:18][C:17]=1[F:25].[Br:26]C(Cl)(Cl)C(Br)(Cl)Cl, predict the reaction product. The product is: [Br:26][C:18]1[C:17]([F:25])=[C:16]([Cl:15])[CH:24]=[CH:23][C:19]=1[C:20]([OH:22])=[O:21]. (4) Given the reactants [OH:1][C:2]1[CH:10]=[C:9]([C:11]([CH3:14])([CH3:13])[CH3:12])[CH:8]=[CH:7][C:3]=1[C:4]([OH:6])=[O:5].[CH2:15](Br)[C:16]1[CH:21]=[CH:20][CH:19]=[CH:18][CH:17]=1.C(=O)([O-])[O-].[Cs+].[Cs+].[I-].[Na+], predict the reaction product. The product is: [CH2:15]([O:5][C:4](=[O:6])[C:3]1[CH:7]=[CH:8][C:9]([C:11]([CH3:14])([CH3:13])[CH3:12])=[CH:10][C:2]=1[O:1][CH2:4][C:3]1[CH:7]=[CH:8][CH:9]=[CH:10][CH:2]=1)[C:16]1[CH:21]=[CH:20][CH:19]=[CH:18][CH:17]=1. (5) Given the reactants [C:9](O[C:9]([O:11][C:12]([CH3:15])([CH3:14])[CH3:13])=[O:10])([O:11][C:12]([CH3:15])([CH3:14])[CH3:13])=[O:10].[CH3:16][C:17]1([CH3:25])[CH2:23][CH2:22][NH:21][C:20](=[O:24])[CH2:19][CH2:18]1, predict the reaction product. The product is: [CH3:16][C:17]1([CH3:25])[CH2:23][CH2:22][N:21]([C:9]([O:11][C:12]([CH3:13])([CH3:14])[CH3:15])=[O:10])[C:20](=[O:24])[CH2:19][CH2:18]1.